Dataset: Reaction yield outcomes from USPTO patents with 853,638 reactions. Task: Predict the reaction yield, written as a fraction of the theoretical maximum amount of product (1.0 means a 100% yield; for example, 0.34 means a 34% yield). (1) The reactants are [CH3:1][O:2][C:3](=[O:32])[NH:4][CH:5]([C:9]([N:11]1[CH2:15][CH2:14][CH2:13][CH:12]1[C:16]1[NH:17][C:18]([C:21]2[CH:30]=[CH:29][C:28]3[C:23](=[CH:24][CH:25]=[C:26](Br)[CH:27]=3)[CH:22]=2)=[CH:19][N:20]=1)=[O:10])[CH:6]([CH3:8])[CH3:7].[CH3:33][O:34][C:35](=[O:72])[NH:36][CH:37]([C:41]([N:43]1[CH2:47][CH2:46][CH2:45][CH:44]1[C:48]1[NH:49][C:50]([C:53]2[CH:62]=[CH:61][C:60]3[C:55](=[CH:56][CH:57]=[C:58](B4OC(C)(C)C(C)(C)O4)[CH:59]=3)[CH:54]=2)=[CH:51][N:52]=1)=[O:42])[CH:38]([CH3:40])[CH3:39].C([O-])(O)=O.[Na+]. The catalyst is COCCOC.O. The product is [CH3:1][O:2][C:3](=[O:32])[NH:4][CH:5]([C:9]([N:11]1[CH2:15][CH2:14][CH2:13][CH:12]1[C:16]1[NH:17][C:18]([C:21]2[CH:22]=[C:23]3[C:28](=[CH:29][CH:30]=2)[CH:27]=[C:26]([C:58]2[CH:57]=[CH:56][C:55]4[C:60](=[CH:61][CH:62]=[C:53]([C:50]5[NH:49][C:48]([CH:44]6[CH2:45][CH2:46][CH2:47][N:43]6[C:41](=[O:42])[CH:37]([NH:36][C:35]([O:34][CH3:33])=[O:72])[CH:38]([CH3:40])[CH3:39])=[N:52][CH:51]=5)[CH:54]=4)[CH:59]=2)[CH:25]=[CH:24]3)=[CH:19][N:20]=1)=[O:10])[CH:6]([CH3:8])[CH3:7]. The yield is 0.160. (2) The reactants are [Br:1][C:2]1[C:3]([F:12])=[C:4]2[C:10]([NH2:11])=[CH:9][NH:8][C:5]2=[N:6][CH:7]=1.C([O:16][C@@H:17]([CH3:21])[C:18](O)=[O:19])(=O)C.C1N(P(Cl)(N2C(=O)OCC2)=O)C(=O)OC1.C(N(CC)CC)C.[Li+].[OH-]. The catalyst is C(Cl)Cl.CC#N.O.O. The product is [Br:1][C:2]1[C:3]([F:12])=[C:4]2[C:10]([NH:11][C:18](=[O:19])[C@@H:17]([OH:16])[CH3:21])=[CH:9][NH:8][C:5]2=[N:6][CH:7]=1. The yield is 0.0900. (3) The reactants are CN(C=O)C.[Br:6][C:7]1[CH:12]=[CH:11][C:10]([CH2:13][OH:14])=[CH:9][CH:8]=1.C(=O)([O-])[O-].[Cs+].[Cs+].Br[CH2:22][C:23]([O:25][C:26]([CH3:29])([CH3:28])[CH3:27])=[O:24]. The catalyst is CCOCC. The product is [Br:6][C:7]1[CH:12]=[CH:11][C:10]([CH2:13][O:14][CH2:22][C:23]([O:25][C:26]([CH3:29])([CH3:28])[CH3:27])=[O:24])=[CH:9][CH:8]=1. The yield is 0.440. (4) The reactants are [CH3:1][O:2][C:3]1[CH:16]=[C:15]([O:17][CH3:18])[CH:14]=[CH:13][C:4]=1[CH2:5][NH:6][C:7]1[CH:12]=[CH:11][N:10]=[CH:9][N:8]=1.[F:19][C:20]1[CH:25]=[C:24]([F:26])[CH:23]=[C:22]([F:27])[C:21]=1[S:28](Cl)(=[O:30])=[O:29].N12CCN(CC1)CC2. The catalyst is C(#N)C. The product is [CH3:1][O:2][C:3]1[CH:16]=[C:15]([O:17][CH3:18])[CH:14]=[CH:13][C:4]=1[CH2:5][N:6]([C:7]1[CH:12]=[CH:11][N:10]=[CH:9][N:8]=1)[S:28]([C:21]1[C:22]([F:27])=[CH:23][C:24]([F:26])=[CH:25][C:20]=1[F:19])(=[O:30])=[O:29]. The yield is 0.180. (5) The reactants are [OH-].[K+].[Br:3][C:4]1[CH:5]=[CH:6][C:7]2[NH:8][C:9]3[C:14]([C:15]=2[CH:16]=1)=[CH:13][C:12]([Br:17])=[CH:11][CH:10]=3.Br[CH2:19][CH2:20][CH:21]1[O:23][CH2:22]1. The catalyst is CN(C=O)C.CCOC(C)=O. The product is [Br:17][C:12]1[CH:11]=[CH:10][C:9]2[N:8]([CH2:19][CH2:20][CH:21]3[CH2:22][O:23]3)[C:7]3[C:15]([C:14]=2[CH:13]=1)=[CH:16][C:4]([Br:3])=[CH:5][CH:6]=3. The yield is 0.979. (6) The reactants are Br[CH2:2][CH2:3][CH2:4][CH2:5][NH:6][C:7]([CH:9]1[CH:18]=[CH:17][C:16]2[C:11](=[CH:12][CH:13]=[CH:14][CH:15]=2)[CH2:10]1)=[O:8].[OH:19][C:20]1[CH:21]=[C:22](N2CCNCC2)[CH:23]=[CH:24][CH:25]=1.C([N:34]([CH2:37][CH3:38])[CH2:35][CH3:36])C.CC#[N:41]. No catalyst specified. The product is [OH:19][C:20]1[CH:21]=[C:22]([CH:35]2[CH2:36][NH:41][CH2:38][CH2:37][N:34]2[CH2:2][CH2:3][CH2:4][CH2:5][NH:6][C:7]([C:9]2[CH2:18][CH2:17][C:16]3[C:11](=[CH:12][CH:13]=[CH:14][CH:15]=3)[CH:10]=2)=[O:8])[CH:23]=[CH:24][CH:25]=1. The yield is 0.540. (7) The reactants are [CH3:1][C:2]1[NH:3][C:4]2[C:5](=[O:14])[CH2:6][CH2:7][CH2:8][C:9]=2[C:10]=1[C:11]([OH:13])=O.[NH2:15][CH2:16][CH:17]([OH:27])[CH2:18][N:19]([CH:21]1[CH2:26][CH2:25][CH2:24][CH2:23][CH2:22]1)[CH3:20]. No catalyst specified. The product is [CH:21]1([N:19]([CH3:20])[CH2:18][CH:17]([OH:27])[CH2:16][NH:15][C:11]([C:10]2[C:9]3[CH2:8][CH2:7][CH2:6][C:5](=[O:14])[C:4]=3[NH:3][C:2]=2[CH3:1])=[O:13])[CH2:26][CH2:25][CH2:24][CH2:23][CH2:22]1. The yield is 0.830. (8) The reactants are B(F)(F)F.CCOCC.[CH3:10][O:11][C:12](=[O:34])[C:13]1[CH:25]=[C:24]([C:26](=O)[C:27]2[CH:32]=[CH:31][CH:30]=[CH:29][CH:28]=2)[CH:23]=[C:15]([C:16]([N:18]([CH3:22])[CH2:19][CH2:20][CH3:21])=[O:17])[CH:14]=1.[CH2:35]([SH:39])[CH2:36][CH2:37][SH:38]. The catalyst is ClCCl. The product is [CH3:10][O:11][C:12](=[O:34])[C:13]1[CH:25]=[C:24]([C:26]2([C:27]3[CH:32]=[CH:31][CH:30]=[CH:29][CH:28]=3)[S:39][CH2:35][CH2:36][CH2:37][S:38]2)[CH:23]=[C:15]([C:16]([N:18]([CH3:22])[CH2:19][CH2:20][CH3:21])=[O:17])[CH:14]=1. The yield is 0.510. (9) The reactants are C([O:8][C@@H:9]1[C@:13]([CH2:16][O:17]CC2C=CC=CC=2)([CH:14]=[CH2:15])[O:12][C@@H:11]([N:25]2[CH:30]=[CH:29][C:28](=[O:31])[NH:27][C:26]2=[O:32])[C@@H:10]1[OH:33])C1C=CC=CC=1.B(Cl)(Cl)Cl. The catalyst is ClCCl. The product is [OH:33][C@@H:10]1[C@H:9]([OH:8])[C@:13]([CH2:16][OH:17])([CH:14]=[CH2:15])[O:12][C@H:11]1[N:25]1[CH:30]=[CH:29][C:28](=[O:31])[NH:27][C:26]1=[O:32]. The yield is 0.250. (10) The reactants are Cl.[NH2:2][CH2:3][C:4]1[CH:5]=[C:6]2[C:10](=[CH:11][CH:12]=1)[C:9](=[O:13])[N:8]([CH:14]1[CH2:19][CH2:18][C:17](=[O:20])[NH:16][C:15]1=[O:21])[C:7]2=[O:22].Cl[C:24]([O:26][CH2:27][CH2:28][CH2:29][CH2:30][CH2:31][CH3:32])=[O:25].C(N(CC)CC)C.CC#N. The catalyst is C1COCC1.C(OCC)(=O)C. The product is [CH2:27]([O:26][C:24](=[O:25])[NH:2][CH2:3][C:4]1[CH:5]=[C:6]2[C:10](=[CH:11][CH:12]=1)[C:9](=[O:13])[N:8]([CH:14]1[CH2:19][CH2:18][C:17](=[O:20])[NH:16][C:15]1=[O:21])[C:7]2=[O:22])[CH2:28][CH2:29][CH2:30][CH2:31][CH3:32]. The yield is 0.310.